Dataset: Catalyst prediction with 721,799 reactions and 888 catalyst types from USPTO. Task: Predict which catalyst facilitates the given reaction. (1) Reactant: CSC.[S:4]1[C:8]([CH2:9][C:10]2[CH:11]=[C:12]([CH:22]3[C@@H:27]([O:28]CC4C=CC=CC=4)[C@@H:26]([O:36]CC4C=CC=CC=4)[C@@H:25]([O:44]CC4C=CC=CC=4)[C@@H:24]([CH2:52][O:53]CC4C=CC=CC=4)[O:23]3)[C:13]3[C:18]([C:19]=2[O:20][CH3:21])=[CH:17][CH:16]=[CH:15][CH:14]=3)=[CH:7][C:6]2[CH:61]=[CH:62][CH:63]=[CH:64][C:5]1=2.O. Product: [S:4]1[C:8]([CH2:9][C:10]2[CH:11]=[C:12]([C@H:22]3[C@H:27]([OH:28])[C@@H:26]([OH:36])[C@H:25]([OH:44])[C@@H:24]([CH2:52][OH:53])[O:23]3)[C:13]3[C:18]([C:19]=2[O:20][CH3:21])=[CH:17][CH:16]=[CH:15][CH:14]=3)=[CH:7][C:6]2[CH:61]=[CH:62][CH:63]=[CH:64][C:5]1=2. The catalyst class is: 2. (2) Reactant: [Br:1][C:2]1[C:6]2[N:7]=[CH:8][N:9]=[CH:10][C:5]=2[NH:4][C:3]=1[C:11]1[CH:16]=[CH:15][CH:14]=[CH:13][C:12]=1[F:17].[CH3:18][O:19][C:20]1[CH:25]=[CH:24][C:23]([C:26]2[S:30][C:29]([CH2:31]OS(C)(=O)=O)=[N:28][N:27]=2)=[C:22]([C:37]([F:40])([F:39])[F:38])[CH:21]=1. Product: [Br:1][C:2]1[C:3]([C:11]2[CH:16]=[CH:15][CH:14]=[CH:13][C:12]=2[F:17])=[N:4][C:5]2[C:6]=1[N:7]=[CH:8][N:9]([CH2:31][C:29]1[S:30][C:26]([C:23]3[CH:24]=[CH:25][C:20]([O:19][CH3:18])=[CH:21][C:22]=3[C:37]([F:40])([F:38])[F:39])=[N:27][N:28]=1)[CH:10]=2. The catalyst class is: 3. (3) Reactant: [CH3:1][C:2]1[CH:3]=[C:4]2[C:9](=[CH:10][CH:11]=1)[NH:8][C:7](=[O:12])[C:6]([C:13]#[N:14])=[C:5]2[N:15]1[CH2:20][CH2:19][N:18]([C:21]([C:23]2[S:24][CH:25]=[CH:26][CH:27]=2)=[O:22])[CH2:17][CH2:16]1.Cl.[CH:29]([N:32]([CH:36](C)C)[CH2:33]CCl)(C)[CH3:30].C(=O)([O-])[O-].[K+].[K+]. Product: [CH3:33][N:32]([CH3:36])[CH2:29][CH2:30][N:8]1[C:9]2[C:4](=[CH:3][C:2]([CH3:1])=[CH:11][CH:10]=2)[C:5]([N:15]2[CH2:16][CH2:17][N:18]([C:21]([C:23]3[S:24][CH:25]=[CH:26][CH:27]=3)=[O:22])[CH2:19][CH2:20]2)=[C:6]([C:13]#[N:14])[C:7]1=[O:12]. The catalyst class is: 3. (4) Reactant: [CH2:1]([O:3][C:4](=[O:22])[CH2:5][C:6]([N:8]([C:10]1[C:19]([F:20])=[C:18]([F:21])[CH:17]=[CH:16][C:11]=1[C:12]([O:14]C)=O)[CH3:9])=[O:7])[CH3:2].FC1C(NC)=C(C=CC=1F)C(OC)=O.C(=O)([O-])[O-].[K+].[K+].ClC(=O)CC(OCC)=O. Product: [F:21][C:18]1[C:19]([F:20])=[C:10]2[C:11]([C:12]([OH:14])=[C:5]([C:4]([O:3][CH2:1][CH3:2])=[O:22])[C:6](=[O:7])[N:8]2[CH3:9])=[CH:16][CH:17]=1. The catalyst class is: 20. (5) Reactant: [CH2:1]([C:3]1[CH:4]=[C:5]([C:11]2[CH:16]=[CH:15][C:14]([C:17]3[CH:21]=[CH:20][NH:19][N:18]=3)=[CH:13][CH:12]=2)[CH:6]=[CH:7][C:8]=1[O:9][CH3:10])[CH3:2].[H-].[Na+].Cl[CH2:25][C:26]([O:28][CH2:29][CH3:30])=[O:27].CC#N. Product: [CH2:29]([O:28][C:26](=[O:27])[CH2:25][N:19]1[CH:20]=[CH:21][C:17]([C:14]2[CH:15]=[CH:16][C:11]([C:5]3[CH:6]=[CH:7][C:8]([O:9][CH3:10])=[C:3]([CH2:1][CH3:2])[CH:4]=3)=[CH:12][CH:13]=2)=[N:18]1)[CH3:30]. The catalyst class is: 18. (6) Reactant: [CH2:1]([O:3][C:4]([N:6]1[CH2:11][CH2:10][N:9]([C:12]([CH:14]([NH:20][C:21]([C:23]2[CH:32]=[C:31]([O:33][C:34]3([C:38]([O:40]CC)=[O:39])[CH2:37][CH2:36][CH2:35]3)[C:30]3[C:25](=[CH:26][C:27]([CH3:43])=[CH:28][CH:29]=3)[N:24]=2)=[O:22])[CH2:15][CH2:16][C:17]([OH:19])=[O:18])=[O:13])[CH2:8][CH2:7]1)=[O:5])[CH3:2]. Product: [CH2:1]([O:3][C:4]([N:6]1[CH2:11][CH2:10][N:9]([C:12]([CH:14]([NH:20][C:21]([C:23]2[CH:32]=[C:31]([O:33][C:34]3([C:38]([OH:40])=[O:39])[CH2:37][CH2:36][CH2:35]3)[C:30]3[C:25](=[CH:26][C:27]([CH3:43])=[CH:28][CH:29]=3)[N:24]=2)=[O:22])[CH2:15][CH2:16][C:17]([OH:19])=[O:18])=[O:13])[CH2:8][CH2:7]1)=[O:5])[CH3:2]. The catalyst class is: 617. (7) Reactant: [CH3:1][CH2:2][CH:3]([OH:6])[CH2:4][CH3:5].[H-].[Na+].Br[CH2:10][CH2:11][O:12][CH2:13][C:14]1[CH:19]=[CH:18][CH:17]=[CH:16][CH:15]=1. Product: [CH2:2]([CH:3]([O:6][CH2:10][CH2:11][O:12][CH2:13][C:14]1[CH:19]=[CH:18][CH:17]=[CH:16][CH:15]=1)[CH2:4][CH3:5])[CH3:1]. The catalyst class is: 3. (8) Reactant: CSC.[F:4][C:5]1[CH:6]=[C:7]([Mg]Br)[CH:8]=[CH:9][CH:10]=1.[Cl:13][C:14]1[CH:19]=[CH:18][C:17](/[CH:20]=[CH:21]/[C:22]([N:24]2[C@@H:28]([C:29]3[CH:34]=[CH:33][CH:32]=[CH:31][CH:30]=3)[CH2:27][O:26][C:25]2=[O:35])=[O:23])=[CH:16][CH:15]=1. Product: [Cl:13][C:14]1[CH:15]=[CH:16][C:17]([C@@H:20]([C:7]2[CH:8]=[CH:9][CH:10]=[C:5]([F:4])[CH:6]=2)[CH2:21][C:22]([N:24]2[C@@H:28]([C:29]3[CH:30]=[CH:31][CH:32]=[CH:33][CH:34]=3)[CH2:27][O:26][C:25]2=[O:35])=[O:23])=[CH:18][CH:19]=1. The catalyst class is: 1. (9) Reactant: [Cl:1][C:2]1[CH:7]=[C:6](I)[C:5]([C:9]([F:12])([F:11])[F:10])=[CH:4][N:3]=1.[NH2:13][C:14]1[CH:19]=[CH:18][CH:17]=[CH:16][N:15]=1.CC1(C)C2C(=C(P(C3C=CC=CC=3)C3C=CC=CC=3)C=CC=2)OC2C(P(C3C=CC=CC=3)C3C=CC=CC=3)=CC=CC1=2.C(=O)([O-])[O-].[Cs+].[Cs+]. Product: [Cl:1][C:2]1[CH:7]=[C:6]([NH:13][C:14]2[CH:19]=[CH:18][CH:17]=[CH:16][N:15]=2)[C:5]([C:9]([F:12])([F:11])[F:10])=[CH:4][N:3]=1. The catalyst class is: 62.